From a dataset of Catalyst prediction with 721,799 reactions and 888 catalyst types from USPTO. Predict which catalyst facilitates the given reaction. (1) Reactant: [C:1]([CH2:3][C:4]1[CH:5]=[C:6]([CH:11]=[CH:12][CH:13]=1)[C:7]([O:9][CH3:10])=[O:8])#[N:2].[H-].[Na+].Br[CH2:17][CH2:18][CH2:19]Br. Product: [C:1]([C:3]1([C:4]2[CH:5]=[C:6]([CH:11]=[CH:12][CH:13]=2)[C:7]([O:9][CH3:10])=[O:8])[CH2:19][CH2:18][CH2:17]1)#[N:2]. The catalyst class is: 16. (2) Reactant: [NH2:1][C:2]1[C:11]2[C:6](=[CH:7][CH:8]=[CH:9][CH:10]=2)[CH:5]=[CH:4][CH:3]=1.[NH2:12][C:13]1[N:14]=[C:15]([NH2:24])[C:16]2[C:21]([CH2:22]Cl)=[CH:20][O:19][C:17]=2[N:18]=1.C(=O)([O-])[O-].[K+].[K+]. Product: [NH2:12][C:13]1[N:14]=[C:15]([NH2:24])[C:16]2[C:21]([CH2:22][NH:1][C:2]3[C:11]4[C:6](=[CH:7][CH:8]=[CH:9][CH:10]=4)[CH:5]=[CH:4][CH:3]=3)=[CH:20][O:19][C:17]=2[N:18]=1. The catalyst class is: 16.